From a dataset of Full USPTO retrosynthesis dataset with 1.9M reactions from patents (1976-2016). Predict the reactants needed to synthesize the given product. (1) Given the product [Cl:37][C:31]1[CH:32]=[C:33]([F:36])[CH:34]=[CH:35][C:30]=1[N:16]1[C:17](=[O:18])[C:19]2[C@H:20]3[C:26]([CH3:27])([CH3:28])[C@:23]([CH3:29])([CH2:22][CH2:21]3)[C:24]=2[NH:15]1, predict the reactants needed to synthesize it. The reactants are: FC(F)(F)C(O)=O.C(OC([NH:15][N:16]([C:30]1[CH:35]=[CH:34][C:33]([F:36])=[CH:32][C:31]=1[Cl:37])[C:17]([CH:19]1[C:24](=O)[C@:23]2([CH3:29])[C:26]([CH3:28])([CH3:27])[C@H:20]1[CH2:21][CH2:22]2)=[O:18])=O)(C)(C)C. (2) Given the product [C:30]([O:34][CH2:23][CH3:10])(=[O:32])[CH3:31].[Cl-:27].[Na+:37].[OH2:20], predict the reactants needed to synthesize it. The reactants are: BrC1C=C(NC2C3C(=C(C)C=C([N+]([O-])=[O:20])C=3)N=C[C:10]=2[C:23]#N)C=CC=1.O.O.[Cl:27][Sn]Cl.[CH2:30]([OH:32])[CH3:31].C(=O)(O)[O-:34].[Na+:37].